Dataset: Peptide-MHC class II binding affinity with 134,281 pairs from IEDB. Task: Regression. Given a peptide amino acid sequence and an MHC pseudo amino acid sequence, predict their binding affinity value. This is MHC class II binding data. (1) The peptide sequence is LDGNLLSSNDLAKYK. The MHC is DRB1_0101 with pseudo-sequence DRB1_0101. The binding affinity (normalized) is 0.552. (2) The peptide sequence is VDFGNSYIAEMETES. The MHC is DRB1_1101 with pseudo-sequence DRB1_1101. The binding affinity (normalized) is 0. (3) The MHC is DRB5_0101 with pseudo-sequence DRB5_0101. The binding affinity (normalized) is 0.343. The peptide sequence is SCWRGDSNWAQNRMK. (4) The MHC is DRB1_0301 with pseudo-sequence DRB1_0301. The binding affinity (normalized) is 0.232. The peptide sequence is LGTFDTVQIIKLLPF.